From a dataset of Peptide-MHC class II binding affinity with 134,281 pairs from IEDB. Regression. Given a peptide amino acid sequence and an MHC pseudo amino acid sequence, predict their binding affinity value. This is MHC class II binding data. (1) The peptide sequence is AEVRSYCYLATVSDL. The MHC is DRB1_0301 with pseudo-sequence DRB1_0301. The binding affinity (normalized) is 0.116. (2) The peptide sequence is RKAGKSVVVLNRKTF. The MHC is DRB5_0101 with pseudo-sequence DRB5_0101. The binding affinity (normalized) is 0.